Dataset: Reaction yield outcomes from USPTO patents with 853,638 reactions. Task: Predict the reaction yield, written as a fraction of the theoretical maximum amount of product (1.0 means a 100% yield; for example, 0.34 means a 34% yield). (1) The reactants are Cl.[NH2:2][C:3]1[CH:4]=[CH:5][C:6]([NH:9][CH2:10][CH2:11][NH:12][C:13]([C:15]2[C:23]3[N:22]=[C:21]([C:24]4[S:25][CH:26]=[CH:27][CH:28]=4)[NH:20][C:19]=3[C:18]([OH:29])=[CH:17][CH:16]=2)=[O:14])=[N:7][CH:8]=1.CCN(C(C)C)C(C)C.[CH3:39][S:40](Cl)(=[O:42])=[O:41]. The catalyst is CN(C=O)C. The product is [OH:29][C:18]1[C:19]2[NH:20][C:21]([C:24]3[S:25][CH:26]=[CH:27][CH:28]=3)=[N:22][C:23]=2[C:15]([C:13]([NH:12][CH2:11][CH2:10][NH:9][C:6]2[CH:5]=[CH:4][C:3]([NH:2][S:40]([CH3:39])(=[O:42])=[O:41])=[CH:8][N:7]=2)=[O:14])=[CH:16][CH:17]=1. The yield is 0.180. (2) The reactants are Cl.[S:2]1[CH:6]=[CH:5][CH:4]=[C:3]1[C:7]([NH2:9])=[NH:8].[Cl:10][C:11]1[CH:18]=[C:17]([F:19])[CH:16]=[CH:15][C:12]=1[CH:13]=O.[C:20]([O:26][CH3:27])(=[O:25])[CH2:21][C:22]([CH3:24])=O.C([O-])(=O)C.[Na+]. The catalyst is C(O)C. The product is [S:2]1[CH:6]=[CH:5][CH:4]=[C:3]1[C:7]1[NH:9][C:22]([CH3:24])=[C:21]([C:20]([O:26][CH3:27])=[O:25])[CH:13]([C:12]2[CH:15]=[CH:16][C:17]([F:19])=[CH:18][C:11]=2[Cl:10])[N:8]=1. The yield is 0.300. (3) The reactants are O[CH2:2][C:3]1[CH:8]=[C:7]([C:9]([F:12])([F:11])[F:10])[CH:6]=[CH:5][C:4]=1[C:13]1([O:26][CH3:27])[CH2:18][CH2:17][N:16]([C:19]([O:21][C:22]([CH3:25])([CH3:24])[CH3:23])=[O:20])[CH2:15][CH2:14]1.[Br:28]N1C(=O)CCC1=O.C1(P(C2C=CC=CC=2)C2C=CC=CC=2)C=CC=CC=1. The catalyst is C(Cl)Cl. The product is [Br:28][CH2:2][C:3]1[CH:8]=[C:7]([C:9]([F:12])([F:11])[F:10])[CH:6]=[CH:5][C:4]=1[C:13]1([O:26][CH3:27])[CH2:18][CH2:17][N:16]([C:19]([O:21][C:22]([CH3:25])([CH3:24])[CH3:23])=[O:20])[CH2:15][CH2:14]1. The yield is 0.900. (4) The reactants are Br[C:2]1[C:11]2[C:6](=[CH:7][CH:8]=[CH:9][CH:10]=2)[C:5](=[O:12])[O:4][C:3]=1[CH:13]([OH:15])[CH3:14].[F:16][C:17]1[CH:18]=[C:19](B(O)O)[CH:20]=[CH:21][CH:22]=1.C([O-])([O-])=O.[Cs+].[Cs+]. The catalyst is C1C=CC([P]([Pd]([P](C2C=CC=CC=2)(C2C=CC=CC=2)C2C=CC=CC=2)([P](C2C=CC=CC=2)(C2C=CC=CC=2)C2C=CC=CC=2)[P](C2C=CC=CC=2)(C2C=CC=CC=2)C2C=CC=CC=2)(C2C=CC=CC=2)C2C=CC=CC=2)=CC=1. The product is [F:16][C:17]1[CH:22]=[C:21]([C:2]2[C:11]3[C:6](=[CH:7][CH:8]=[CH:9][CH:10]=3)[C:5](=[O:12])[O:4][C:3]=2[CH:13]([OH:15])[CH3:14])[CH:20]=[CH:19][CH:18]=1. The yield is 0.460. (5) The reactants are [CH2:1]([N:3]1[C:11]2[C:6](=[CH:7][C:8]([C:12]3[NH:13][C:14]4[N:15]([N:19]=[C:20]([CH3:25])[C:21]=4[C:22]([OH:24])=O)[C:16](=[O:18])[CH:17]=3)=[CH:9][CH:10]=2)[CH:5]=[N:4]1)[CH3:2].C1N=CN(C(N2C=NC=C2)=O)C=1.[CH2:38]([NH2:41])[C:39]#[CH:40]. The catalyst is CN(C=O)C. The product is [CH2:1]([N:3]1[C:11]2[C:6](=[CH:7][C:8]([C:12]3[NH:13][C:14]4[N:15]([N:19]=[C:20]([CH3:25])[C:21]=4[C:22]([NH:41][CH2:38][C:39]#[CH:40])=[O:24])[C:16](=[O:18])[CH:17]=3)=[CH:9][CH:10]=2)[CH:5]=[N:4]1)[CH3:2]. The yield is 0.540. (6) The reactants are [C:1]([N:5]1[CH:9]=[C:8]([CH:10]=[O:11])/[C:7](=[N:12]/[C:13](=[O:23])[C:14]2[CH:19]=[C:18]([Cl:20])[CH:17]=[CH:16][C:15]=2[O:21][CH3:22])/[S:6]1)([CH3:4])([CH3:3])[CH3:2].[CH3:24][Mg]Br. The catalyst is C1COCC1. The product is [C:1]([N:5]1[CH:9]=[C:8]([CH:10]([OH:11])[CH3:24])/[C:7](=[N:12]/[C:13](=[O:23])[C:14]2[CH:19]=[C:18]([Cl:20])[CH:17]=[CH:16][C:15]=2[O:21][CH3:22])/[S:6]1)([CH3:4])([CH3:3])[CH3:2]. The yield is 0.470. (7) The reactants are [Cl:1][C:2]1[CH:7]=[C:6]([NH:8][C:9]2[C:18]3[C:13](=[CH:14][CH:15]=[CH:16][C:17]=3F)[N:12]=[CH:11][N:10]=2)[CH:5]=[CH:4][C:3]=1[OH:20].[NH:21]1[CH2:25][CH2:24][CH2:23][C@H:22]1[CH2:26][OH:27]. No catalyst specified. The product is [Cl:1][C:2]1[CH:7]=[C:6]([NH:8][C:9]2[C:18]3[C:13](=[CH:14][CH:15]=[CH:16][C:17]=3[O:27][CH2:26][C@@H:22]3[CH2:23][CH2:24][CH2:25][NH:21]3)[N:12]=[CH:11][N:10]=2)[CH:5]=[CH:4][C:3]=1[OH:20]. The yield is 0.880. (8) The yield is 0.290. The catalyst is C1COCC1.CO. The product is [OH:27][NH:29][C:23]([C:21]1[CH:20]=[CH:19][C:7]2[CH2:8][N:9]([C:11]([CH:13]3[CH2:18][CH2:17][O:16][CH2:15][CH2:14]3)=[O:12])[CH2:10][C@H:4]([CH2:3][O:2][CH3:1])[O:5][C:6]=2[CH:22]=1)=[O:25]. The reactants are [CH3:1][O:2][CH2:3][C@H:4]1[CH2:10][N:9]([C:11]([CH:13]2[CH2:18][CH2:17][O:16][CH2:15][CH2:14]2)=[O:12])[CH2:8][C:7]2[CH:19]=[CH:20][C:21]([C:23]([O:25]C)=O)=[CH:22][C:6]=2[O:5]1.[OH-:27].[Na+].[NH2:29]O. (9) The reactants are [CH2:1]([N:9]([CH3:25])[C:10]([C@@H:12]1[CH2:16][C@@H:15]([OH:17])[CH2:14][N:13]1C(OC(C)(C)C)=O)=[O:11])[CH2:2][CH2:3][CH2:4][CH2:5][CH:6]=[CH:7][CH3:8].C(N(C)C([C@@H]1C[C@@H](O)CN1)=O)CCCC=C. No catalyst specified. The product is [CH2:1]([N:9]([CH3:25])[C:10]([C@@H:12]1[CH2:16][C@@H:15]([OH:17])[CH2:14][NH:13]1)=[O:11])[CH2:2][CH2:3][CH2:4][CH2:5][CH:6]=[CH:7][CH3:8]. The yield is 0.510.